From a dataset of Catalyst prediction with 721,799 reactions and 888 catalyst types from USPTO. Predict which catalyst facilitates the given reaction. (1) Reactant: [F:1][C:2]([F:12])([F:11])[C:3]1[NH:8][C:7](=S)[NH:6][C:5](=[O:10])[CH:4]=1.ClCC(O)=[O:16].[S]. Product: [F:1][C:2]([F:12])([F:11])[C:3]1[NH:8][C:7](=[O:16])[NH:6][C:5](=[O:10])[CH:4]=1. The catalyst class is: 6. (2) The catalyst class is: 8. Product: [OH:11][CH:10]1[CH2:9][CH2:8][C@H:7]([CH2:12][C:13]([OH:15])=[O:14])[C@H:6]1[CH2:5][CH2:4][CH2:3][CH2:2][CH3:1]. Reactant: [CH3:1][CH2:2][CH2:3][CH2:4][CH2:5][CH:6]1[C:10](=[O:11])[CH2:9][CH2:8][CH:7]1[CH2:12][C:13]([OH:15])=[O:14].[BH4-].[Na+]. (3) Reactant: Br[C:2]1[CH:7]=[CH:6][C:5]([F:8])=[CH:4][C:3]=1[OH:9].[S:10]1[CH:14]=[CH:13][CH:12]=[C:11]1B(O)O.C(=O)([O-])[O-].[Na+].[Na+]. Product: [S:10]1[CH:14]=[CH:13][CH:12]=[C:11]1[C:2]1[CH:7]=[CH:6][C:5]([F:8])=[CH:4][C:3]=1[OH:9]. The catalyst class is: 77. (4) Reactant: [F:1][C:2]([F:19])([F:18])[O:3][C:4]1[CH:9]=[CH:8][C:7]([C:10]2[CH:17]=[CH:16][C:13]([CH2:14][NH2:15])=[CH:12][CH:11]=2)=[CH:6][CH:5]=1.[ClH:20]. Product: [ClH:20].[F:1][C:2]([F:18])([F:19])[O:3][C:4]1[CH:5]=[CH:6][C:7]([C:10]2[CH:17]=[CH:16][C:13]([CH2:14][NH2:15])=[CH:12][CH:11]=2)=[CH:8][CH:9]=1. The catalyst class is: 5.